From a dataset of Forward reaction prediction with 1.9M reactions from USPTO patents (1976-2016). Predict the product of the given reaction. Given the reactants [CH3:1][C:2]1[CH:3]=[CH:4][C:5]([C:8]2[CH:13]=[CH:12][C:11]([CH2:14][CH2:15][CH2:16][OH:17])=[CH:10][CH:9]=2)=[N:6][CH:7]=1.CC1(C)N([O])C(C)(C)CCC1.[Br-].[K+].Cl[O-].[Na+].C(=O)(O)[O-].[Na+], predict the reaction product. The product is: [CH3:1][C:2]1[CH:3]=[CH:4][C:5]([C:8]2[CH:13]=[CH:12][C:11]([CH2:14][CH2:15][CH:16]=[O:17])=[CH:10][CH:9]=2)=[N:6][CH:7]=1.